From a dataset of Reaction yield outcomes from USPTO patents with 853,638 reactions. Predict the reaction yield, written as a fraction of the theoretical maximum amount of product (1.0 means a 100% yield; for example, 0.34 means a 34% yield). (1) The reactants are [CH:1]([C:4]1[C:13]2[CH:12]=[C:11](B(O)O)[C:10]([CH3:17])=[CH:9][C:8]=2[C:7]([CH3:19])([CH3:18])[CH2:6][CH:5]=1)([CH3:3])[CH3:2].Br[C:21]1[CH:22]=[C:23]([CH:26]=[CH:27][C:28]=1[O:29][C:30]([F:33])([F:32])[F:31])[CH:24]=[O:25].C(=O)([O-])[O-].[K+].[K+]. The catalyst is C1(C)C=CC=CC=1.C(O)C.O.C(OCC)(=O)C.C1C=CC([P]([Pd]([P](C2C=CC=CC=2)(C2C=CC=CC=2)C2C=CC=CC=2)([P](C2C=CC=CC=2)(C2C=CC=CC=2)C2C=CC=CC=2)[P](C2C=CC=CC=2)(C2C=CC=CC=2)C2C=CC=CC=2)(C2C=CC=CC=2)C2C=CC=CC=2)=CC=1. The product is [CH:1]([C:4]1[C:13]2[CH:12]=[C:11]([C:27]3[CH:26]=[C:23]([CH:22]=[CH:21][C:28]=3[O:29][C:30]([F:31])([F:32])[F:33])[CH:24]=[O:25])[C:10]([CH3:17])=[CH:9][C:8]=2[C:7]([CH3:19])([CH3:18])[CH2:6][CH:5]=1)([CH3:3])[CH3:2]. The yield is 0.820. (2) The product is [Cl:15][C:7]1[C:6]2[C:11](=[C:2]([CH3:1])[CH:3]=[CH:4][CH:5]=2)[N:10]=[CH:9][N:8]=1. The reactants are [CH3:1][C:2]1[CH:3]=[CH:4][CH:5]=[C:6]2[C:11]=1[N:10]=[CH:9][NH:8][C:7]2=O.O=P(Cl)(Cl)[Cl:15]. No catalyst specified. The yield is 0.900. (3) The reactants are [C:1]([O:5][C:6]([NH:8][CH2:9][CH2:10]OS(C)(=O)=O)=[O:7])([CH3:4])([CH3:3])[CH3:2].[N+:16]([C:19]1[N:20]=[CH:21][NH:22][CH:23]=1)([O-:18])=[O:17].C([O-])([O-])=O.[K+].[K+]. The catalyst is CN(C=O)C.CCOC(C)=O. The product is [C:1]([O:5][C:6](=[O:7])[NH:8][CH2:9][CH2:10][N:22]1[CH:23]=[C:19]([N+:16]([O-:18])=[O:17])[N:20]=[CH:21]1)([CH3:4])([CH3:3])[CH3:2]. The yield is 0.320. (4) The reactants are C(OC(=O)[NH:10][CH2:11][CH2:12][CH:13]([C:28]1[CH:33]=[CH:32][C:31]([Cl:34])=[CH:30][CH:29]=1)[NH:14][C:15]([C:17]1[CH:26]=[C:25]2[C:20]([C:21](=[O:27])[NH:22][CH:23]=[N:24]2)=[CH:19][CH:18]=1)=[O:16])C1C=CC=CC=1.Cl.O1CCOCC1. The catalyst is Br.C(O)(=O)C.ClCCl. The product is [ClH:34].[NH2:10][CH2:11][CH2:12][CH:13]([NH:14][C:15]([C:17]1[CH:26]=[C:25]2[C:20]([C:21](=[O:27])[NH:22][CH:23]=[N:24]2)=[CH:19][CH:18]=1)=[O:16])[C:28]1[CH:29]=[CH:30][C:31]([Cl:34])=[CH:32][CH:33]=1. The yield is 0.450. (5) The reactants are [CH2:1]([N:4]1[C:8]([O:9][CH2:10][C:11]2[CH:20]=[CH:19][C:18]3[C:13](=[CH:14][CH:15]=[CH:16][CH:17]=3)[N:12]=2)=[CH:7][C:6]([C:21](OC)=[O:22])=[N:5]1)[CH2:2][CH3:3].[H-].[Al+3].[Li+].[H-].[H-].[H-].C(O)C.O. The catalyst is O1CCCC1. The product is [CH2:1]([N:4]1[C:8]([O:9][CH2:10][C:11]2[CH:20]=[CH:19][C:18]3[C:13](=[CH:14][CH:15]=[CH:16][CH:17]=3)[N:12]=2)=[CH:7][C:6]([CH2:21][OH:22])=[N:5]1)[CH2:2][CH3:3]. The yield is 0.750. (6) The reactants are NN.[Cl:3][C:4]1[S:8][C:7]([C:9]([NH:11][C@@H:12]([CH2:25][C:26]2[CH:31]=[CH:30][CH:29]=[C:28]([F:32])[CH:27]=2)[CH2:13][N:14]2C(=O)C3C(=CC=CC=3)C2=O)=[O:10])=[CH:6][C:5]=1[C:33]1[N:37]([CH2:38][CH3:39])[N:36]=[CH:35][C:34]=1[CH3:40]. The catalyst is CO. The product is [NH2:14][CH2:13][C@@H:12]([NH:11][C:9]([C:7]1[S:8][C:4]([Cl:3])=[C:5]([C:33]2[N:37]([CH2:38][CH3:39])[N:36]=[CH:35][C:34]=2[CH3:40])[CH:6]=1)=[O:10])[CH2:25][C:26]1[CH:31]=[CH:30][CH:29]=[C:28]([F:32])[CH:27]=1. The yield is 0.530. (7) The reactants are [O:1]1[CH:5]=[CH:4][CH:3]=[C:2]1[C:6]1[C:7]2[S:15][CH:14]=[CH:13][C:8]=2[N:9]=[C:10]([NH2:12])[N:11]=1.[C:16](Cl)(=[O:18])[CH3:17].O. The catalyst is N1C=CC=CC=1. The product is [O:1]1[CH:5]=[CH:4][CH:3]=[C:2]1[C:6]1[C:7]2[S:15][CH:14]=[CH:13][C:8]=2[N:9]=[C:10]([NH:12][C:16](=[O:18])[CH3:17])[N:11]=1. The yield is 0.800. (8) The reactants are [F:1][C:2]1[CH:7]=[C:6]([O:8][C@H:9]2[CH2:13][CH2:12][CH2:11][C@@H:10]2[C:14]2[N:18]([CH3:19])[N:17]=[CH:16][CH:15]=2)[CH:5]=[C:4]([F:20])[C:3]=1[S:21]([N:24](CC1C=CC(OC)=CC=1OC)C(=O)OC(C)(C)C)(=[O:23])=[O:22].C([SiH](CC)CC)C.FC(F)(F)C(O)=O. The catalyst is ClCCl. The product is [F:20][C:4]1[CH:5]=[C:6]([O:8][C@H:9]2[CH2:13][CH2:12][CH2:11][C@@H:10]2[C:14]2[N:18]([CH3:19])[N:17]=[CH:16][CH:15]=2)[CH:7]=[C:2]([F:1])[C:3]=1[S:21]([NH2:24])(=[O:23])=[O:22]. The yield is 0.540. (9) The reactants are [CH:1]1([CH2:4][N:5]2[C:13]3[C:8](=[CH:9][CH:10]=[C:11]([O:14][CH2:15][CH3:16])[CH:12]=3)[CH:7]=[C:6]2[C:17]2[CH:22]=[CH:21][C:20]([N+:23]([O-:25])=[O:24])=[CH:19][CH:18]=2)[CH2:3][CH2:2]1.[Br:26]N1C(=O)CCC1=O. The catalyst is CN(C=O)C.O. The product is [Br:26][C:7]1[C:8]2[C:13](=[CH:12][C:11]([O:14][CH2:15][CH3:16])=[CH:10][CH:9]=2)[N:5]([CH2:4][CH:1]2[CH2:3][CH2:2]2)[C:6]=1[C:17]1[CH:18]=[CH:19][C:20]([N+:23]([O-:25])=[O:24])=[CH:21][CH:22]=1. The yield is 0.880.